This data is from Reaction yield outcomes from USPTO patents with 853,638 reactions. The task is: Predict the reaction yield, written as a fraction of the theoretical maximum amount of product (1.0 means a 100% yield; for example, 0.34 means a 34% yield). (1) The catalyst is C(O)C. The reactants are [Li+].[OH-].[CH3:3][C:4]1([C:19]([O:21]C)=[O:20])[CH2:8][CH2:7][N:6]([C:9]([O:11][CH2:12][C:13]2[CH:18]=[CH:17][CH:16]=[CH:15][CH:14]=2)=[O:10])[CH2:5]1. The product is [CH2:12]([O:11][C:9]([N:6]1[CH2:7][CH2:8][C:4]([CH3:3])([C:19]([OH:21])=[O:20])[CH2:5]1)=[O:10])[C:13]1[CH:14]=[CH:15][CH:16]=[CH:17][CH:18]=1. The yield is 0.990. (2) The reactants are [Br:1][C:2]1[CH:3]=[C:4]2[CH:10]=[CH:9][NH:8][C:5]2=[N:6][CH:7]=1.[H-].[Na+].[C:13]1([S:19](Cl)(=[O:21])=[O:20])[CH:18]=[CH:17][CH:16]=[CH:15][CH:14]=1.C(OCC)(=O)C. The catalyst is C1COCC1. The product is [Br:1][C:2]1[CH:3]=[C:4]2[CH:10]=[CH:9][N:8]([S:19]([C:13]3[CH:18]=[CH:17][CH:16]=[CH:15][CH:14]=3)(=[O:21])=[O:20])[C:5]2=[N:6][CH:7]=1. The yield is 0.760. (3) The reactants are [C:1]([O:5][C:6]([N:8]1[CH2:11][CH:10]([C:12]2[C:21](Cl)=[N:20][C:19]3[C:14](=[CH:15][CH:16]=[CH:17][CH:18]=3)[N:13]=2)[CH2:9]1)=[O:7])([CH3:4])([CH3:3])[CH3:2].[CH3:23][C:24]1[CH:25]=[C:26](B(O)O)[CH:27]=[CH:28][CH:29]=1.[O-]P([O-])([O-])=O.[K+].[K+].[K+]. The catalyst is O1CCOCC1.O.C1C=CC(P(C2C=CC=CC=2)[C-]2C=CC=C2)=CC=1.C1C=CC(P(C2C=CC=CC=2)[C-]2C=CC=C2)=CC=1.Cl[Pd]Cl.[Fe+2]. The product is [C:1]([O:5][C:6]([N:8]1[CH2:11][CH:10]([C:12]2[C:21]([C:28]3[CH:29]=[C:24]([CH3:23])[CH:25]=[CH:26][CH:27]=3)=[N:20][C:19]3[C:14](=[CH:15][CH:16]=[CH:17][CH:18]=3)[N:13]=2)[CH2:9]1)=[O:7])([CH3:4])([CH3:3])[CH3:2]. The yield is 0.850. (4) The reactants are [CH:1]1([O:5][C:6]2[C:15](B3OC(C)(C)C(C)(C)O3)=[CH:14][CH:13]=[C:12]3[C:7]=2[CH2:8][CH2:9][C@H:10]([CH3:30])[N:11]3[C:25]([CH:27]2[CH2:29][CH2:28]2)=[O:26])[CH2:4][CH2:3][CH2:2]1.Br[C:32]1[N:33]([CH2:38][O:39][CH2:40][CH2:41][Si:42]([CH3:45])([CH3:44])[CH3:43])[C:34]([Br:37])=[CH:35][N:36]=1.C(=O)([O-])[O-].[Cs+].[Cs+]. The catalyst is O.O1CCOCC1.C1C=CC(P(C2C=CC=CC=2)[C-]2C=CC=C2)=CC=1.C1C=CC(P(C2C=CC=CC=2)[C-]2C=CC=C2)=CC=1.Cl[Pd]Cl.[Fe+2].ClCCl. The product is [Br:37][C:34]1[N:33]([CH2:38][O:39][CH2:40][CH2:41][Si:42]([CH3:45])([CH3:44])[CH3:43])[C:32]([C:15]2[C:6]([O:5][CH:1]3[CH2:4][CH2:3][CH2:2]3)=[C:7]3[C:12](=[CH:13][CH:14]=2)[N:11]([C:25]([CH:27]2[CH2:29][CH2:28]2)=[O:26])[C@@H:10]([CH3:30])[CH2:9][CH2:8]3)=[N:36][CH:35]=1. The yield is 0.320. (5) The reactants are C([Mg]Br)C.[C:5]12([C:15]3[CH:20]=[C:19]([O:21][CH3:22])[CH:18]=[CH:17][C:16]=3[OH:23])[CH2:14][CH:9]3[CH2:10][CH:11]([CH2:13][CH:7]([CH2:8]3)[CH2:6]1)[CH2:12]2.[CH2:24]=[O:25].C(N(CC)CC)C. The catalyst is C1COCC1.C1(C)C=CC=CC=1. The product is [C:5]12([C:15]3[CH:20]=[C:19]([O:21][CH3:22])[CH:18]=[C:17]([CH:24]=[O:25])[C:16]=3[OH:23])[CH2:6][CH:7]3[CH2:13][CH:11]([CH2:10][CH:9]([CH2:8]3)[CH2:14]1)[CH2:12]2. The yield is 0.370.